From a dataset of Forward reaction prediction with 1.9M reactions from USPTO patents (1976-2016). Predict the product of the given reaction. (1) Given the reactants [Cl:1][C:2]1[CH:7]=[CH:6][C:5]([S:8]([NH:11][CH:12]2[CH2:17][CH2:16]C[CH2:14][CH2:13]2)(=[O:10])=[O:9])=[CH:4][CH:3]=1.Br[CH2:19][C:20]1[CH:29]=[CH:28][C:23]([C:24](OC)=O)=[C:22](F)[C:21]=1F.C([O-])([O-])=O.[K+].[K+].C[N:39](C=O)C, predict the reaction product. The product is: [Cl:1][C:2]1[CH:7]=[CH:6][C:5]([S:8]([N:11]([CH2:19][C:20]2[CH:29]=[CH:28][C:23]([C:24]#[N:39])=[CH:22][CH:21]=2)[CH:12]([CH2:17][CH3:16])[CH2:13][CH3:14])(=[O:10])=[O:9])=[CH:4][CH:3]=1. (2) Given the reactants I[C:2]1[CH:3]=[C:4]([CH:7]=[CH:8][CH:9]=1)[CH2:5][NH2:6].CC1(C)C(C)(C)OB([C:18]2[CH:23]=[CH:22][C:21]([CH:24]=[CH:25][C:26]([O:28][CH2:29][CH3:30])=[O:27])=[CH:20][CH:19]=2)O1.P([O-])([O-])([O-])=O.[K+].[K+].[K+].[C:40](Cl)(=[O:48])[CH2:41][CH2:42][CH2:43][CH2:44][CH2:45][CH2:46][CH3:47], predict the reaction product. The product is: [C:40]([NH:6][CH2:5][C:4]1[CH:3]=[C:2]([C:18]2[CH:19]=[CH:20][C:21]([CH:24]=[CH:25][C:26]([O:28][CH2:29][CH3:30])=[O:27])=[CH:22][CH:23]=2)[CH:9]=[CH:8][CH:7]=1)(=[O:48])[CH2:41][CH2:42][CH2:43][CH2:44][CH2:45][CH2:46][CH3:47]. (3) Given the reactants [C:1]1([NH:7][NH:8][C:9]2[CH:14]=[CH:13][CH:12]=[CH:11][CH:10]=2)[CH:6]=[CH:5][CH:4]=[CH:3][CH:2]=1.[C:15]1([CH3:32])[CH:20]=[CH:19][C:18]([CH:21]([C:27](OCC)=[O:28])[C:22](OCC)=[O:23])=[CH:17][CH:16]=1.[Na], predict the reaction product. The product is: [C:9]1([N:8]2[C:27](=[O:28])[CH:21]([C:18]3[CH:19]=[CH:20][C:15]([CH3:32])=[CH:16][CH:17]=3)[C:22](=[O:23])[N:7]2[C:1]2[CH:2]=[CH:3][CH:4]=[CH:5][CH:6]=2)[CH:14]=[CH:13][CH:12]=[CH:11][CH:10]=1. (4) Given the reactants Cl[C:2]1[CH:3]=[CH:4][C:5]2[N:6]([C:8]([C:11]3[CH:16]=[CH:15][N:14]=[CH:13][CH:12]=3)=[CH:9][N:10]=2)[N:7]=1.[O:17]1[CH2:22][CH2:21][CH:20]([NH2:23])[CH2:19][CH2:18]1.C1(P(C2C=CC=CC=2)C2C=CC3C(=CC=CC=3)C=2C2C3C(=CC=CC=3)C=CC=2P(C2C=CC=CC=2)C2C=CC=CC=2)C=CC=CC=1.CC(C)([O-])C.[Na+].Cl, predict the reaction product. The product is: [N:14]1[CH:15]=[CH:16][C:11]([C:8]2[N:6]3[N:7]=[C:2]([NH:23][CH:20]4[CH2:21][CH2:22][O:17][CH2:18][CH2:19]4)[CH:3]=[CH:4][C:5]3=[N:10][CH:9]=2)=[CH:12][CH:13]=1.